From a dataset of Reaction yield outcomes from USPTO patents with 853,638 reactions. Predict the reaction yield, written as a fraction of the theoretical maximum amount of product (1.0 means a 100% yield; for example, 0.34 means a 34% yield). (1) The reactants are C([C:4]1[C:13]([N+:14]([O-:16])=[O:15])=[CH:12][CH:11]=[CH:10][C:5]=1[C:6]([O:8][CH3:9])=[O:7])(O)=O.C1(P(N=[N+]=[N-])(C2C=CC=CC=2)=[O:24])C=CC=CC=1.C([N:36]([CH2:39]C)CC)C.[C:41]([OH:45])([CH3:44])([CH3:43])[CH3:42]. The catalyst is CN(C=O)C. The product is [C:41]([O:45][C:39]([NH:36][C:4]1[C:13]([N+:14]([O-:16])=[O:15])=[CH:12][CH:11]=[CH:10][C:5]=1[C:6]([O:8][CH3:9])=[O:7])=[O:24])([CH3:44])([CH3:43])[CH3:42]. The yield is 0.700. (2) The reactants are [H-].[Na+].[O:3]1[CH2:8][CH2:7][CH:6]([OH:9])[CH2:5][CH2:4]1.[Cl:10][C:11]1[N:12]=[C:13](Cl)[C:14]2[C:19]([I:20])=[CH:18][N:17]([CH2:21][O:22][CH2:23][CH2:24][Si:25]([CH3:28])([CH3:27])[CH3:26])[C:15]=2[N:16]=1. The catalyst is C1COCC1. The product is [Cl:10][C:11]1[N:12]=[C:13]([O:9][CH:6]2[CH2:7][CH2:8][O:3][CH2:4][CH2:5]2)[C:14]2[C:19]([I:20])=[CH:18][N:17]([CH2:21][O:22][CH2:23][CH2:24][Si:25]([CH3:28])([CH3:27])[CH3:26])[C:15]=2[N:16]=1. The yield is 0.840. (3) The reactants are [CH3:1][NH:2][C:3]1[CH:8]=[CH:7][CH:6]=[C:5]([NH2:9])[N:4]=1.Cl[C:11]1[CH:16]=[C:15]([Cl:17])[N:14]=[CH:13][N:12]=1.CCN(C(C)C)C(C)C. The catalyst is C(O)CCC. The product is [Cl:17][C:15]1[N:14]=[CH:13][N:12]=[C:11]([NH:9][C:5]2[CH:6]=[CH:7][CH:8]=[C:3]([NH:2][CH3:1])[N:4]=2)[CH:16]=1. The yield is 0.330. (4) The reactants are CO[C:3]([C@@H:5]1[O:9][C:8](=[O:10])[N:7]([C:11]2[CH:22]=[CH:21][C:14]3[N:15]([CH3:20])[C:16](=[O:19])[CH2:17][S:18][C:13]=3[CH:12]=2)[CH2:6]1)=[O:4].[CH3:23][NH2:24]. The catalyst is CO. The product is [CH3:23][NH:24][C:3]([C@@H:5]1[O:9][C:8](=[O:10])[N:7]([C:11]2[CH:22]=[CH:21][C:14]3[N:15]([CH3:20])[C:16](=[O:19])[CH2:17][S:18][C:13]=3[CH:12]=2)[CH2:6]1)=[O:4]. The yield is 0.950.